This data is from Forward reaction prediction with 1.9M reactions from USPTO patents (1976-2016). The task is: Predict the product of the given reaction. (1) The product is: [F:1][C:2]1[CH:7]=[CH:6][C:5]([CH2:8][C:9]2[CH:18]=[C:17]3[C:12]([C:13]([OH:30])=[C:14]([C:25]([NH:31][CH2:32][CH2:33][CH2:34][N:35]4[CH2:39][CH2:38][CH2:37][C:36]4=[O:40])=[O:26])[C:15](=[O:24])[N:16]3[CH2:19][C:20]([F:21])([F:22])[F:23])=[N:11][CH:10]=2)=[CH:4][CH:3]=1. Given the reactants [F:1][C:2]1[CH:7]=[CH:6][C:5]([CH2:8][C:9]2[CH:18]=[C:17]3[C:12]([C:13]([OH:30])=[C:14]([C:25](OCC)=[O:26])[C:15](=[O:24])[N:16]3[CH2:19][C:20]([F:23])([F:22])[F:21])=[N:11][CH:10]=2)=[CH:4][CH:3]=1.[NH2:31][CH2:32][CH2:33][CH2:34][N:35]1[CH2:39][CH2:38][CH2:37][C:36]1=[O:40], predict the reaction product. (2) Given the reactants [NH2:1][C:2]1[CH:3]=[C:4]2[C:8](=[CH:9][CH:10]=1)[C:7]1([C:14](=[O:15])[N:13]([CH2:16][C:17]([N:19]([CH2:25][C:26]3[CH:31]=[CH:30][CH:29]=[CH:28][CH:27]=3)[C@H:20]([CH:22]3[CH2:24][CH2:23]3)[CH3:21])=[O:18])[C:12](=[O:32])[NH:11]1)[CH2:6][CH2:5]2.[CH3:33][O:34][CH:35]=[CH:36][C:37]([N:39]=[C:40]=[O:41])=[O:38].O=C1NC2(C3C(=CC=CC=3)C(C(O)=O)C2)C(=O)N1, predict the reaction product. The product is: [CH2:25]([N:19]([C@H:20]([CH:22]1[CH2:23][CH2:24]1)[CH3:21])[C:17](=[O:18])[CH2:16][N:13]1[C:14](=[O:15])[C:7]2([C:8]3[C:4](=[CH:3][C:2]([NH:1][C:40]([NH:39][C:37](=[O:38])/[CH:36]=[CH:35]/[O:34][CH3:33])=[O:41])=[CH:10][CH:9]=3)[CH2:5][CH2:6]2)[NH:11][C:12]1=[O:32])[C:26]1[CH:31]=[CH:30][CH:29]=[CH:28][CH:27]=1. (3) Given the reactants [CH3:1][C:2]1[C:3]([N:10]2[CH2:15][CH2:14][NH:13][CH2:12][CH2:11]2)=[N:4][C:5]([CH3:9])=[C:6]([CH3:8])[CH:7]=1.[I:16][C:17]1[CH:25]=[CH:24][C:20]([C:21](Cl)=[O:22])=[CH:19][CH:18]=1, predict the reaction product. The product is: [I:16][C:17]1[CH:25]=[CH:24][C:20]([C:21]([N:13]2[CH2:12][CH2:11][N:10]([C:3]3[C:2]([CH3:1])=[CH:7][C:6]([CH3:8])=[C:5]([CH3:9])[N:4]=3)[CH2:15][CH2:14]2)=[O:22])=[CH:19][CH:18]=1. (4) Given the reactants [O:1]1[CH2:6][CH:5]=[C:4]([C:7]2[CH:8]=[C:9]([CH:30]=[CH:31][N:32]=2)[C:10]([NH:12][C:13]2[S:14][C:15]3[C:21]([CH:22]4[CH2:27][O:26][CH2:25][CH2:24][O:23]4)=[CH:20][CH:19]=[C:18]([O:28][CH3:29])[C:16]=3[N:17]=2)=[O:11])[CH2:3][CH2:2]1, predict the reaction product. The product is: [O:23]1[CH2:24][CH2:25][O:26][CH2:27][CH:22]1[C:21]1[C:15]2[S:14][C:13]([NH:12][C:10](=[O:11])[C:9]3[CH:30]=[CH:31][N:32]=[C:7]([CH:4]4[CH2:3][CH2:2][O:1][CH2:6][CH2:5]4)[CH:8]=3)=[N:17][C:16]=2[C:18]([O:28][CH3:29])=[CH:19][CH:20]=1. (5) Given the reactants [CH3:1][CH:2]([OH:9])[CH2:3][CH2:4][CH2:5][CH2:6][CH2:7][CH3:8].OO, predict the reaction product. The product is: [CH3:1][C:2](=[O:9])[CH2:3][CH2:4][CH2:5][CH2:6][CH2:7][CH3:8]. (6) Given the reactants [CH3:1][C:2]1([CH3:32])[C:6]([CH3:8])([CH3:7])[O:5][B:4]([C:9]2[CH:22]=[CH:21][C:20]3[C:19]4[C:14](=[CH:15][C:16]([B:23]5[O:27][C:26]([CH3:29])([CH3:28])[C:25]([CH3:31])([CH3:30])[O:24]5)=[CH:17][CH:18]=4)[CH2:13]C[C:11]=3[CH:10]=2)[O:3]1.BrC1C=CC2C3C(=CC(Br)=CC=3)C(=[O:48])C=2C=1, predict the reaction product. The product is: [CH3:29][C:26]1([CH3:28])[C:25]([CH3:31])([CH3:30])[O:24][B:23]([C:16]2[CH:17]=[CH:18][C:19]3[C:20]4[C:21](=[CH:22][C:9]([B:4]5[O:5][C:6]([CH3:8])([CH3:7])[C:2]([CH3:1])([CH3:32])[O:3]5)=[CH:10][CH:11]=4)[C:13](=[O:48])[C:14]=3[CH:15]=2)[O:27]1. (7) The product is: [Cl:26][C:15]1[C:14]2[C:18](=[CH:19][C:8]([C:3]3[CH:4]=[CH:5][CH:6]=[CH:7][C:2]=3[Cl:1])=[C:9]3[C:13]=2[C:12](=[O:24])[NH:11][C:10]3=[O:25])[N:17]([CH3:20])[C:16]=1[CH:21]([OH:23])[CH3:22]. Given the reactants [Cl:1][C:2]1[CH:7]=[CH:6][CH:5]=[CH:4][C:3]=1[C:8]1[CH:19]=[C:18]2[C:14]([CH:15]=[C:16]([CH:21]([OH:23])[CH3:22])[N:17]2[CH3:20])=[C:13]2[C:9]=1[C:10](=[O:25])[NH:11][C:12]2=[O:24].[Cl:26]N1C(=O)CCC1=O.C(OCC)(=O)C, predict the reaction product. (8) Given the reactants Cl[C:2]1[N:7]=[C:6]([N:8]([C:18]2[C:23]([CH3:24])=[CH:22][CH:21]=[CH:20][C:19]=2[CH3:25])[C:9]2[NH:13][C:12]3[CH:14]=[CH:15][CH:16]=[CH:17][C:11]=3[N:10]=2)[CH:5]=[CH:4][N:3]=1.[CH3:26][N:27]1[CH2:32][CH2:31][N:30]([C:33]2[CH:38]=[CH:37][C:36]([NH2:39])=[CH:35][CH:34]=2)[CH2:29][CH2:28]1.[OH-].[Na+], predict the reaction product. The product is: [NH:10]1[C:11]2[CH:17]=[CH:16][CH:15]=[CH:14][C:12]=2[N:13]=[C:9]1[N:8]([C:18]1[C:23]([CH3:24])=[CH:22][CH:21]=[CH:20][C:19]=1[CH3:25])[C:6]1[CH:5]=[CH:4][N:3]=[C:2]([NH:39][C:36]2[CH:35]=[CH:34][C:33]([N:30]3[CH2:29][CH2:28][N:27]([CH3:26])[CH2:32][CH2:31]3)=[CH:38][CH:37]=2)[N:7]=1. (9) The product is: [Br:21][C:16]1[CH:15]=[C:14]([C:17]([CH3:20])([CH3:19])[CH3:18])[CH:13]=[CH:12][C:11]=1[C:8]1[CH:9]=[CH:10][C:5]([C:1]([CH3:4])([CH3:3])[CH3:2])=[CH:6][CH:7]=1. Given the reactants [C:1]([C:5]1[CH:10]=[CH:9][C:8]([C:11]2[CH:16]=[CH:15][C:14]([C:17]([CH3:20])([CH3:19])[CH3:18])=[CH:13][CH:12]=2)=[CH:7][CH:6]=1)([CH3:4])([CH3:3])[CH3:2].[Br:21]Br.C1(C2C=CC=CC=2)C=CC=CC=1, predict the reaction product.